Dataset: Forward reaction prediction with 1.9M reactions from USPTO patents (1976-2016). Task: Predict the product of the given reaction. (1) The product is: [CH3:1][C@H:2]1[C@@H:3]2[C:28]3([CH2:13][C:12]4[C:11]([N:4]2[CH2:5][C@@H:6]([CH2:8][CH2:9][CH3:10])[O:7]1)=[CH:18][CH:17]=[C:16]([N+:19]([O-:21])=[O:20])[CH:15]=4)[C:26](=[O:27])[NH:25][C:23](=[O:24])[NH:22][C:29]3=[O:30]. Given the reactants [CH3:1][C@H:2]1[O:7][C@@H:6]([CH2:8][CH2:9][CH3:10])[CH2:5][N:4]([C:11]2[CH:18]=[CH:17][C:16]([N+:19]([O-:21])=[O:20])=[CH:15][C:12]=2[CH:13]=O)[CH2:3]1.[NH:22]1[C:29](=[O:30])[CH2:28][C:26](=[O:27])[NH:25][C:23]1=[O:24], predict the reaction product. (2) Given the reactants Cl[C:2]1[N:7]=[N:6][C:5]([N:8]2[CH2:13][CH2:12][N:11]([C:14]([C:16]3[CH:21]=[CH:20][CH:19]=[CH:18][C:17]=3[C:22]([F:25])([F:24])[F:23])=[O:15])[CH2:10][CH2:9]2)=[CH:4][CH:3]=1.[C:26]1([CH2:32][CH2:33][SH:34])[CH:31]=[CH:30][CH:29]=[CH:28][CH:27]=1.[OH-].[Na+], predict the reaction product. The product is: [CH2:33]([S:34][C:2]1[N:7]=[N:6][C:5]([N:8]2[CH2:13][CH2:12][N:11]([C:14]([C:16]3[CH:21]=[CH:20][CH:19]=[CH:18][C:17]=3[C:22]([F:25])([F:24])[F:23])=[O:15])[CH2:10][CH2:9]2)=[CH:4][CH:3]=1)[CH2:32][C:26]1[CH:31]=[CH:30][CH:29]=[CH:28][CH:27]=1. (3) Given the reactants [H-].[Al+3].[Li+].[H-].[H-].[H-].CON(C)[C:10]([CH:12]1[CH2:17][CH2:16][N:15]([C:18]([OH:20])=[O:19])[CH2:14][CH2:13]1)=[O:11], predict the reaction product. The product is: [C:12]([O:20][C:18]([N:15]1[CH2:14][CH2:13][CH:12]([CH:10]=[O:11])[CH2:17][CH2:16]1)=[O:19])([CH3:17])([CH3:13])[CH3:10]. (4) Given the reactants [CH:1]1[C:13]2[CH:12]([CH2:14][O:15][C:16]([NH:18][C@@H:19]([CH2:23][C:24]3[C:29]([CH3:30])=[CH:28][C:27]([OH:31])=[CH:26][C:25]=3[CH3:32])[C:20](O)=[O:21])=[O:17])[C:11]3[C:6](=[CH:7][CH:8]=[CH:9][CH:10]=3)[C:5]=2[CH:4]=[CH:3][CH:2]=1.[CH2:33]([O:35][CH:36]([O:51][CH2:52][CH3:53])[C@@H:37]([NH:39][CH2:40][C:41]1[CH:42]=[CH:43][CH:44]=[C:45]2[C:50]=1[N:49]=[CH:48][CH:47]=[CH:46]2)[CH3:38])[CH3:34].[Cl-].COC1N=C(OC)N=C([N+]2(C)CCOCC2)N=1, predict the reaction product. The product is: [CH2:33]([O:35][CH:36]([O:51][CH2:52][CH3:53])[C@@H:37]([N:39]([CH2:40][C:41]1[CH:42]=[CH:43][CH:44]=[C:45]2[C:50]=1[N:49]=[CH:48][CH:47]=[CH:46]2)[C:20](=[O:21])[C@@H:19]([NH:18][C:16](=[O:17])[O:15][CH2:14][CH:12]1[C:13]2[CH:1]=[CH:2][CH:3]=[CH:4][C:5]=2[C:6]2[C:11]1=[CH:10][CH:9]=[CH:8][CH:7]=2)[CH2:23][C:24]1[C:29]([CH3:30])=[CH:28][C:27]([OH:31])=[CH:26][C:25]=1[CH3:32])[CH3:38])[CH3:34]. (5) Given the reactants [Cl:1][C:2]1[CH:7]=[CH:6][C:5]([C:8]([F:11])([F:10])[F:9])=[CH:4][C:3]=1[N:12]1[CH2:17][CH2:16][N:15]([C:18]2[CH:22]=[C:21]([C:23]#[N:24])[O:20][N:19]=2)[CH2:14][CH2:13]1.[N-:25]=[N+:26]=[N-:27].[Na+].[Cl-].[NH4+].Cl, predict the reaction product. The product is: [Cl:1][C:2]1[CH:7]=[CH:6][C:5]([C:8]([F:9])([F:11])[F:10])=[CH:4][C:3]=1[N:12]1[CH2:17][CH2:16][N:15]([C:18]2[CH:22]=[C:21]([C:23]3[N:25]=[N:26][NH:27][N:24]=3)[O:20][N:19]=2)[CH2:14][CH2:13]1. (6) Given the reactants [NH2:1][CH:2]1[CH2:7][CH2:6][N:5]([C:8]([O:10][C:11]([CH3:14])([CH3:13])[CH3:12])=[O:9])[CH2:4][CH2:3]1.[Cl:15][C:16]1[CH:21]=[C:20]([NH:22][CH:23]([CH3:25])[CH3:24])[C:19]([C:26]2[O:27][C:28](S(C)(=O)=O)=[N:29][N:30]=2)=[CH:18][N:17]=1, predict the reaction product. The product is: [Cl:15][C:16]1[N:17]=[CH:18][C:19]([C:26]2[O:27][C:28]([NH:1][CH:2]3[CH2:3][CH2:4][N:5]([C:8]([O:10][C:11]([CH3:14])([CH3:13])[CH3:12])=[O:9])[CH2:6][CH2:7]3)=[N:29][N:30]=2)=[C:20]([NH:22][CH:23]([CH3:25])[CH3:24])[CH:21]=1. (7) Given the reactants CC(C)([O-])C.[K+].[C:7]([CH2:9]P(=O)(OCC)OCC)#[N:8].[CH:18]([CH:20]1[CH2:25][CH2:24][CH2:23][CH:22]([NH:26][C:27](=[O:33])[O:28][C:29]([CH3:32])([CH3:31])[CH3:30])[CH2:21]1)=O, predict the reaction product. The product is: [C:7]([CH:9]=[CH:18][CH:20]1[CH2:25][CH2:24][CH2:23][CH:22]([NH:26][C:27](=[O:33])[O:28][C:29]([CH3:32])([CH3:31])[CH3:30])[CH2:21]1)#[N:8]. (8) Given the reactants C(NC(C)C)(C)C.C([Li])CCC.CCCCCC.[Cl:19][C:20]1[CH:21]=[N:22][CH:23]=[C:24]([Cl:26])[CH:25]=1.CN(C)[CH:29]=[O:30].Cl, predict the reaction product. The product is: [Cl:19][C:20]1[CH:21]=[N:22][CH:23]=[C:24]([Cl:26])[C:25]=1[CH:29]=[O:30]. (9) The product is: [F:1][C:2]1[CH:7]=[CH:6][C:5]([C:8]2[O:9][C:10]3[CH:20]=[CH:19][C:18]([C:21]4[CH:29]=[CH:28][CH:27]=[C:23]([C:24](=[O:25])[NH:46][S:43]([CH3:42])(=[O:45])=[O:44])[CH:22]=4)=[CH:17][C:11]=3[C:12]=2[C:13]([NH:14][CH3:15])=[O:16])=[CH:4][CH:3]=1. Given the reactants [F:1][C:2]1[CH:7]=[CH:6][C:5]([C:8]2[O:9][C:10]3[CH:20]=[CH:19][C:18]([C:21]4[CH:22]=[C:23]([CH:27]=[CH:28][CH:29]=4)[C:24](O)=[O:25])=[CH:17][C:11]=3[C:12]=2[C:13](=[O:16])[NH:14][CH3:15])=[CH:4][CH:3]=1.CCN=C=NCCCN(C)C.Cl.[CH3:42][S:43]([NH2:46])(=[O:45])=[O:44], predict the reaction product.